The task is: Predict which catalyst facilitates the given reaction.. This data is from Catalyst prediction with 721,799 reactions and 888 catalyst types from USPTO. (1) Reactant: Cl[CH2:2][C:3]1[N:4]=[C:5]([CH2:8][CH2:9][C:10]2[N:11]=[C:12]([C:16]3[CH:21]=[CH:20][CH:19]=[CH:18][CH:17]=3)[O:13][C:14]=2[CH3:15])[S:6][CH:7]=1.[OH:22][C:23]1[CH:24]=[C:25]([CH2:29][C:30]([O:32][CH3:33])=[O:31])[CH:26]=[CH:27][CH:28]=1.CN(C)C=O.[H-].[Na+]. Product: [CH3:15][C:14]1[O:13][C:12]([C:16]2[CH:21]=[CH:20][CH:19]=[CH:18][CH:17]=2)=[N:11][C:10]=1[CH2:9][CH2:8][C:5]1[S:6][CH:7]=[C:3]([CH2:2][O:22][C:23]2[CH:24]=[C:25]([CH2:29][C:30]([O:32][CH3:33])=[O:31])[CH:26]=[CH:27][CH:28]=2)[N:4]=1. The catalyst class is: 6. (2) Reactant: [BH4-].[Na+].[C:3]1([C:9]2[C:18]([CH:19]=[O:20])=[CH:17][C:16]3[C:11](=[CH:12][CH:13]=[CH:14][CH:15]=3)[N:10]=2)[CH:8]=[CH:7][CH:6]=[CH:5][CH:4]=1. Product: [C:3]1([C:9]2[C:18]([CH2:19][OH:20])=[CH:17][C:16]3[C:11](=[CH:12][CH:13]=[CH:14][CH:15]=3)[N:10]=2)[CH:4]=[CH:5][CH:6]=[CH:7][CH:8]=1. The catalyst class is: 5. (3) Reactant: [CH:1]([C@H:4]1[NH:9][CH2:8][CH2:7][N:6]2[C:10]3[CH:16]=[C:15]([S:17]([CH3:20])(=[O:19])=[O:18])[C:14]([C:21]([O:23][CH3:24])=[O:22])=[CH:13][C:11]=3[N:12]=[C:5]12)([CH3:3])[CH3:2].Cl[C:26]1[N:31]=[C:30]([C:32]([F:35])([F:34])[F:33])[CH:29]=[CH:28][N:27]=1.CCN(C(C)C)C(C)C. Product: [CH:1]([C@H:4]1[N:9]([C:26]2[N:31]=[C:30]([C:32]([F:35])([F:34])[F:33])[CH:29]=[CH:28][N:27]=2)[CH2:8][CH2:7][N:6]2[C:10]3[CH:16]=[C:15]([S:17]([CH3:20])(=[O:19])=[O:18])[C:14]([C:21]([O:23][CH3:24])=[O:22])=[CH:13][C:11]=3[N:12]=[C:5]12)([CH3:3])[CH3:2]. The catalyst class is: 41. (4) Reactant: N(C(OCC)=O)=NC(OCC)=O.[CH2:13]([N:20]1[C:28]2[C:27](=[O:29])[N:26]([CH2:30][CH2:31][CH2:32][CH2:33][C@H:34]([OH:36])[CH3:35])[C:25](=[O:37])[N:24]([CH3:38])[C:23]=2[N:22]=[CH:21]1)[C:14]1[CH:19]=[CH:18][CH:17]=[CH:16][CH:15]=1.[N+:39]([C:42]1[CH:50]=[CH:49][C:45]([C:46](O)=[O:47])=[CH:44][CH:43]=1)([O-:41])=[O:40].C1(P(C2C=CC=CC=2)C2C=CC=CC=2)C=CC=CC=1. Product: [CH2:13]([N:20]1[C:28]2[C:27](=[O:29])[N:26]([CH2:30][CH2:31][CH2:32][CH2:33][C@@H:34]([O:36][C:46](=[O:47])[C:45]3[CH:44]=[CH:43][C:42]([N+:39]([O-:41])=[O:40])=[CH:50][CH:49]=3)[CH3:35])[C:25](=[O:37])[N:24]([CH3:38])[C:23]=2[N:22]=[CH:21]1)[C:14]1[CH:19]=[CH:18][CH:17]=[CH:16][CH:15]=1. The catalyst class is: 7. (5) Reactant: [F:1][C:2]([F:10])([F:9])[C:3]1([C:6](O)=[O:7])[CH2:5][CH2:4]1.CN(C(ON1N=NC2C=CC=CC1=2)=[N+](C)C)C.[B-](F)(F)(F)F.CN1CCOCC1.[CH3:40][C:41]1([CH3:55])[C:49]2[C:44](=[CH:45][C:46]([C:50]([NH:52][NH2:53])=[O:51])=[CH:47][CH:48]=2)[NH:43][C:42]1=[O:54]. Product: [CH3:40][C:41]1([CH3:55])[C:49]2[C:44](=[CH:45][C:46]([C:50]([NH:52][NH:53][C:6]([C:3]3([C:2]([F:10])([F:9])[F:1])[CH2:5][CH2:4]3)=[O:7])=[O:51])=[CH:47][CH:48]=2)[NH:43][C:42]1=[O:54]. The catalyst class is: 3. (6) Reactant: [N:1]12[CH2:8][CH2:7][CH:4]([CH2:5][CH2:6]1)[CH:3]([O:9][C:10](=[O:23])[NH:11][C:12]([C:15]1[CH:20]=[CH:19][C:18]([F:21])=[C:17](Br)[CH:16]=1)([CH3:14])[CH3:13])[CH2:2]2.[CH3:24][CH:25]([CH3:30])[CH2:26]B(O)O. Product: [N:1]12[CH2:8][CH2:7][CH:4]([CH2:5][CH2:6]1)[CH:3]([O:9][C:10](=[O:23])[NH:11][C:12]([C:15]1[CH:20]=[CH:19][C:18]([F:21])=[C:17]([CH2:24][CH:25]([CH3:30])[CH3:26])[CH:16]=1)([CH3:14])[CH3:13])[CH2:2]2. The catalyst class is: 167. (7) Reactant: [CH3:1][O:2][C:3]1[CH:4]=[C:5]2[C:10](=[CH:11][C:12]=1[O:13][CH3:14])[N:9]=[CH:8][CH:7]=[C:6]2[O:15][C:16]1[CH:21]=[CH:20][C:19]([OH:22])=[CH:18][CH:17]=1.[H-].[Na+].COC1C=C2C(=CC=1OC)N=[CH:32][CH:31]=[C:30]2[O:39][C:40]1[CH:45]=[CH:44][C:43](NC(NC2CCNCC2)=O)=[CH:42][CH:41]=1.[C:56](=O)([O-])O.[Na+]. Product: [CH3:1][O:2][C:3]1[CH:4]=[C:5]2[C:10](=[CH:11][C:12]=1[O:13][CH3:14])[N:9]=[CH:8][CH:7]=[C:6]2[O:15][C:16]1[CH:17]=[CH:18][C:19]([O:22][CH2:32][CH2:31][CH2:30][O:39][C:40]2[CH:41]=[CH:42][CH:43]=[CH:44][C:45]=2[CH3:56])=[CH:20][CH:21]=1. The catalyst class is: 9.